Task: Predict the product of the given reaction.. Dataset: Forward reaction prediction with 1.9M reactions from USPTO patents (1976-2016) (1) Given the reactants [Cl-].[Cl:2][C:3]1[CH:28]=[CH:27][CH:26]=[CH:25][C:4]=1[CH2:5][P+](C1C=CC=CC=1)(C1C=CC=CC=1)C1C=CC=CC=1.CC(C)([O-])C.[K+].[CH:35]([CH:37]1[CH2:42][CH2:41][N:40]([C:43]([O:45][C:46]([CH3:49])([CH3:48])[CH3:47])=[O:44])[CH2:39][CH2:38]1)=O.[Cl-].[NH4+], predict the reaction product. The product is: [Cl:2][C:3]1[CH:28]=[CH:27][CH:26]=[CH:25][C:4]=1[CH:5]=[CH:35][CH:37]1[CH2:42][CH2:41][N:40]([C:43]([O:45][C:46]([CH3:47])([CH3:49])[CH3:48])=[O:44])[CH2:39][CH2:38]1. (2) Given the reactants [NH2:1][C:2]1[N:7]=[C:6]([NH:8][CH2:9][CH2:10][CH2:11][N:12]2[CH2:16][CH2:15][CH2:14][C:13]2=[O:17])[CH:5]=[C:4](Cl)[N:3]=1.[NH:19]1[C:27]2[C:22](=[C:23](B(O)O)[CH:24]=[CH:25][CH:26]=2)[CH:21]=[CH:20]1.C(=O)([O-])[O-].[K+].[K+], predict the reaction product. The product is: [NH2:1][C:2]1[N:7]=[C:6]([NH:8][CH2:9][CH2:10][CH2:11][N:12]2[CH2:16][CH2:15][CH2:14][C:13]2=[O:17])[CH:5]=[C:4]([C:23]2[CH:24]=[CH:25][CH:26]=[C:27]3[C:22]=2[CH:21]=[CH:20][NH:19]3)[N:3]=1. (3) The product is: [NH2:1][C:2]1[S:3][C:4]([C:17]2[CH:22]=[CH:21][CH:20]=[C:19]([F:23])[CH:18]=2)=[C:5]([C:7]([N:9]2[C@H:14]([CH2:15][NH:16][C:27](=[O:28])[C:26]3[CH:30]=[CH:31][CH:32]=[C:33]([CH3:34])[C:25]=3[CH3:24])[CH2:13][C@H:12]3[C@@H:10]2[CH2:11]3)=[O:8])[N:6]=1. Given the reactants [NH2:1][C:2]1[S:3][C:4]([C:17]2[CH:22]=[CH:21][CH:20]=[C:19]([F:23])[CH:18]=2)=[C:5]([C:7]([N:9]2[C@H:14]([CH2:15][NH2:16])[CH2:13][C@H:12]3[C@@H:10]2[CH2:11]3)=[O:8])[N:6]=1.[CH3:24][C:25]1[C:33]([CH3:34])=[CH:32][CH:31]=[CH:30][C:26]=1[C:27](O)=[O:28], predict the reaction product. (4) Given the reactants [NH2:1][C:2]1[C:3](=[O:15])[N:4]([C:9]2[CH:14]=[CH:13][CH:12]=[CH:11][CH:10]=2)[N:5]([CH3:8])[C:6]=1[CH3:7].[CH:16]1[C:21]([OH:22])=[CH:20][CH:19]=[CH:18][C:17]=1[CH3:23].N, predict the reaction product. The product is: [CH3:8][N:5]1[C:6]([CH3:7])=[C:2](/[N:1]=[C:18]2\[C:17]([CH3:23])=[CH:16][C:21](=[O:22])[CH:20]=[CH:19]\2)[C:3](=[O:15])[N:4]1[C:9]1[CH:10]=[CH:11][CH:12]=[CH:13][CH:14]=1. (5) Given the reactants [C:1]1([NH2:8])[CH:6]=[CH:5][CH:4]=[CH:3][C:2]=1[NH2:7].[CH3:9][C:10]([O:13][C:14](O[C:14]([O:13][C:10]([CH3:12])([CH3:11])[CH3:9])=[O:15])=[O:15])([CH3:12])[CH3:11], predict the reaction product. The product is: [C:10]([O:13][C:14](=[O:15])[NH:7][C:2]1[CH:3]=[CH:4][CH:5]=[CH:6][C:1]=1[NH2:8])([CH3:12])([CH3:11])[CH3:9]. (6) The product is: [CH3:18][C:3]1[CH:4]=[C:5]([C:8]2[CH:17]=[CH:16][CH:15]=[C:10]([C:11](=[O:12])[NH:13][CH3:14])[CH:9]=2)[CH:6]=[CH:7][C:2]=1[O:1][S:21]([C:20]([F:39])([F:38])[F:19])(=[O:23])=[O:22]. Given the reactants [OH:1][C:2]1[CH:7]=[CH:6][C:5]([C:8]2[CH:9]=[C:10]([CH:15]=[CH:16][CH:17]=2)[C:11]([NH:13][CH3:14])=[O:12])=[CH:4][C:3]=1[CH3:18].[F:19][C:20]([F:39])([F:38])[S:21](N(C1C=CC=CC=1)[S:21]([C:20]([F:39])([F:38])[F:19])(=[O:23])=[O:22])(=[O:23])=[O:22].CCN(CC)CC, predict the reaction product. (7) Given the reactants [CH3:1][O:2][C:3]1[CH:4]=[C:5]([NH:13][C:14]2[O:15][C:16]3[C:22]([C:23]4[CH:30]=[CH:29][C:26]([C:27]#[N:28])=[CH:25][CH:24]=4)=[CH:21][CH:20]=[CH:19][C:17]=3[N:18]=2)[CH:6]=[C:7]([O:11][CH3:12])[C:8]=1[O:9][CH3:10], predict the reaction product. The product is: [NH2:28][CH2:27][C:26]1[CH:29]=[CH:30][C:23]([C:22]2[C:16]3[O:15][C:14]([NH:13][C:5]4[CH:4]=[C:3]([O:2][CH3:1])[C:8]([O:9][CH3:10])=[C:7]([O:11][CH3:12])[CH:6]=4)=[N:18][C:17]=3[CH:19]=[CH:20][CH:21]=2)=[CH:24][CH:25]=1. (8) Given the reactants NC1C=C(Br)SC=1C(N)=O.C(OC(N1CCC[C@H]1C(O)=O)=O)(C)(C)C.C(N(C(C)C)C(C)C)C.C(=O)([O-])O.[Na+].[Br:40][C:41]1[S:45][C:44]([C:46](=[O:48])[NH2:47])=[C:43]([NH:49][C:50]([C@@H:52]2[CH2:56][CH2:55][CH2:54][N:53]2[C:57]([O:59][C:60]([CH3:63])([CH3:62])[CH3:61])=[O:58])=O)[CH:42]=1.[OH-].[Na+].Cl, predict the reaction product. The product is: [Br:40][C:41]1[S:45][C:44]2[C:46](=[O:48])[NH:47][C:50]([C@@H:52]3[CH2:56][CH2:55][CH2:54][N:53]3[C:57]([O:59][C:60]([CH3:63])([CH3:62])[CH3:61])=[O:58])=[N:49][C:43]=2[CH:42]=1. (9) Given the reactants [CH:1]1[CH:2]=[C:3]([N:9]2[CH2:14][CH2:13][N:12]([CH2:15][CH2:16][CH2:17][CH2:18][O:19][C:20]3[CH:21]=[CH:22][C:23]4[CH2:30][CH2:29][C:27](=[O:28])[NH:26][C:24]=4[CH:25]=3)[CH2:11][CH2:10]2)[C:4]([Cl:8])=[C:5]([Cl:7])[CH:6]=1.C([O-])(=O)/C=C\C([O-])=O.C1(C)C=CC=CC=1.[OH-].[Na+], predict the reaction product. The product is: [CH:1]1[CH:2]=[C:3]([N:9]2[CH2:14][CH2:13][N:12]([CH2:15][CH2:16][CH2:17][CH2:18][O:19][C:20]3[CH:21]=[CH:22][C:23]4[CH2:30][CH2:29][C:27](=[O:28])[NH:26][C:24]=4[CH:25]=3)[CH2:11][CH2:10]2)[C:4]([Cl:8])=[C:5]([Cl:7])[CH:6]=1. (10) Given the reactants [Cl:1][C:2]1[CH:3]=[CH:4][C:5]2[N:9]=[C:8]([CH2:10][CH2:11][NH2:12])[NH:7][C:6]=2[CH:13]=1.[CH:14]1([CH:17]=O)[CH2:16][CH2:15]1, predict the reaction product. The product is: [Cl:1][C:2]1[CH:3]=[CH:4][C:5]2[N:9]=[C:8]([CH2:10][CH2:11][NH:12][CH2:17][CH:14]3[CH2:16][CH2:15]3)[NH:7][C:6]=2[CH:13]=1.